Dataset: Full USPTO retrosynthesis dataset with 1.9M reactions from patents (1976-2016). Task: Predict the reactants needed to synthesize the given product. (1) Given the product [N:4]1([CH2:1][CH2:2][CH2:3][C:11]2[CH:12]=[C:13]([NH:21][C:22](=[O:24])[CH3:23])[CH:14]=[C:15]([C:17]([F:18])([F:19])[F:20])[CH:16]=2)[CH2:9][CH2:8][O:7][CH2:6][CH2:5]1, predict the reactants needed to synthesize it. The reactants are: [CH2:1]([N:4]1[CH2:9][CH2:8][O:7][CH2:6][CH2:5]1)[CH:2]=[CH2:3].Br[C:11]1[CH:12]=[C:13]([NH:21][C:22](=[O:24])[CH3:23])[CH:14]=[C:15]([C:17]([F:20])([F:19])[F:18])[CH:16]=1.N1(CCCC2C=C(CC(N)=O)C=C(C(F)(F)F)C=2)CCCCC1. (2) Given the product [Cl:11][C:12]1[CH:13]=[C:14]([NH:19][C:20]2[N:21]=[C:22]([NH:8][CH2:7][CH2:6][C:4]3[N:3]=[CH:2][NH:1][CH:5]=3)[C:23]([C:30]3[CH:31]=[C:32](/[CH:36]=[CH:37]/[C:38]([O:40][CH2:41][CH3:42])=[O:39])[CH:33]=[CH:34][CH:35]=3)=[CH:24][N:25]=2)[CH:15]=[CH:16][C:17]=1[F:18], predict the reactants needed to synthesize it. The reactants are: [NH:1]1[CH:5]=[C:4]([CH2:6][CH2:7][NH2:8])[N:3]=[CH:2]1.[H-].[Na+].[Cl:11][C:12]1[CH:13]=[C:14]([NH:19][C:20]2[N:25]=[C:24](S(C)(=O)=O)[C:23]([C:30]3[CH:31]=[C:32](/[CH:36]=[CH:37]/[C:38]([O:40][CH2:41][CH3:42])=[O:39])[CH:33]=[CH:34][CH:35]=3)=[CH:22][N:21]=2)[CH:15]=[CH:16][C:17]=1[F:18]. (3) Given the product [CH3:13][N:14]([O:15][CH3:16])[C:7]([C:6]1[CH:5]=[N:4][C:3]([O:2][CH3:1])=[CH:11][CH:10]=1)=[O:9], predict the reactants needed to synthesize it. The reactants are: [CH3:1][O:2][C:3]1[CH:11]=[CH:10][C:6]([C:7]([OH:9])=O)=[CH:5][N:4]=1.Cl.[CH3:13][NH:14][O:15][CH3:16].Cl.CN(C)CCCN=C=NCC.C(N(CC)CC)C. (4) Given the product [CH2:1]([O:3][C:4](=[O:28])[CH2:5][C@H:6]([NH:20][C:21](=[O:27])[CH2:22][CH2:23][C:24](=[O:25])[NH:55][CH2:54][CH2:53][C:52]#[N:51])[CH2:7][C:8]1[CH:13]=[CH:12][C:11]([C:14]2[CH:19]=[CH:18][CH:17]=[CH:16][CH:15]=2)=[CH:10][CH:9]=1)[CH3:2], predict the reactants needed to synthesize it. The reactants are: [CH2:1]([O:3][C:4](=[O:28])[CH2:5][C@H:6]([NH:20][C:21](=[O:27])[CH2:22][CH2:23][C:24](O)=[O:25])[CH2:7][C:8]1[CH:13]=[CH:12][C:11]([C:14]2[CH:19]=[CH:18][CH:17]=[CH:16][CH:15]=2)=[CH:10][CH:9]=1)[CH3:2].CCN=C=NCCCN(C)C.Cl.C1C=CC2N(O)N=NC=2C=1.[NH2:51][CH2:52][CH2:53][C:54]#[N:55].